From a dataset of Peptide-MHC class I binding affinity with 185,985 pairs from IEDB/IMGT. Regression. Given a peptide amino acid sequence and an MHC pseudo amino acid sequence, predict their binding affinity value. This is MHC class I binding data. (1) The peptide sequence is ACQGVGGPGHK. The MHC is HLA-B40:02 with pseudo-sequence HLA-B40:02. The binding affinity (normalized) is 0. (2) The peptide sequence is LPYPDPSRI. The MHC is HLA-A26:01 with pseudo-sequence HLA-A26:01. The binding affinity (normalized) is 0.0847. (3) The peptide sequence is KSINKVYGK. The MHC is HLA-A32:01 with pseudo-sequence HLA-A32:01. The binding affinity (normalized) is 0.276. (4) The peptide sequence is LSEEANWAF. The MHC is HLA-B48:01 with pseudo-sequence HLA-B48:01. The binding affinity (normalized) is 0.0847. (5) The peptide sequence is FPASHMATY. The MHC is HLA-B18:01 with pseudo-sequence HLA-B18:01. The binding affinity (normalized) is 0.820.